This data is from Forward reaction prediction with 1.9M reactions from USPTO patents (1976-2016). The task is: Predict the product of the given reaction. (1) Given the reactants [Cl:1][C:2]1[CH:10]=[CH:9][C:5]([C:6](Cl)=[O:7])=[CH:4][C:3]=1[N+:11]([O-:13])=[O:12].[C:14]1([NH2:20])[CH:19]=[CH:18][CH:17]=[CH:16][CH:15]=1, predict the reaction product. The product is: [Cl:1][C:2]1[CH:10]=[CH:9][C:5]([C:6]([NH:20][C:14]2[CH:19]=[CH:18][CH:17]=[CH:16][CH:15]=2)=[O:7])=[CH:4][C:3]=1[N+:11]([O-:13])=[O:12]. (2) Given the reactants CC(OI1(OC(C)=O)(OC(C)=O)OC(=O)C2C=CC=CC1=2)=O.[F:23][C:24]1[CH:25]=[C:26]([CH:31]([OH:33])[CH3:32])[CH:27]=[C:28]([F:30])[CH:29]=1, predict the reaction product. The product is: [F:23][C:24]1[CH:25]=[C:26]([C:31](=[O:33])[CH3:32])[CH:27]=[C:28]([F:30])[CH:29]=1. (3) Given the reactants Cl.Cl.[NH2:3][C:4]1[CH:12]=[CH:11][C:7]([C:8]([NH2:10])=[NH:9])=[CH:6][CH:5]=1.C(O)(=O)C.[CH:17]([NH2:19])=[NH:18].NN.ClC1C(=O)C(Cl)=C(Cl)C(=O)C=1Cl, predict the reaction product. The product is: [N:18]1[CH:17]=[N:19][N:10]=[C:8]([C:7]2[CH:11]=[CH:12][C:4]([NH2:3])=[CH:5][CH:6]=2)[N:9]=1. (4) Given the reactants N#N.[OH-].[Na+].[NH:5]1[C:13]2[C:8](=[CH:9][CH:10]=[CH:11][CH:12]=2)[CH2:7][C:6]1=[O:14].[CH3:15]OS(OC)(=O)=O.Cl, predict the reaction product. The product is: [CH3:15][N:5]1[C:13]2[C:8](=[CH:9][CH:10]=[CH:11][CH:12]=2)[CH2:7][C:6]1=[O:14].